Predict the reaction yield, written as a fraction of the theoretical maximum amount of product (1.0 means a 100% yield; for example, 0.34 means a 34% yield). From a dataset of Reaction yield outcomes from USPTO patents with 853,638 reactions. (1) The reactants are [H-].[Na+].[O:3]=[C:4]1[NH:12][C:11]2[C:6](=[N:7][C:8]([C:13]3[N:17]4[CH:18]=[C:19]([C:22]#[N:23])[CH:20]=[CH:21][C:16]4=[N:15][CH:14]=3)=[N:9][CH:10]=2)[N:5]1[CH:24]1[CH2:29][CH2:28][O:27][CH2:26][CH2:25]1.Cl[CH2:31][C@@H:32]1[CH2:34][O:33]1. The catalyst is CN(C=O)C. The product is [O:33]1[CH2:34][C@H:32]1[CH2:31][N:12]1[C:11]2[C:6](=[N:7][C:8]([C:13]3[N:17]4[CH:18]=[C:19]([C:22]#[N:23])[CH:20]=[CH:21][C:16]4=[N:15][CH:14]=3)=[N:9][CH:10]=2)[N:5]([CH:24]2[CH2:29][CH2:28][O:27][CH2:26][CH2:25]2)[C:4]1=[O:3]. The yield is 0.720. (2) The reactants are [CH2:1]([O:3][C:4]1[N:9]=[CH:8][C:7]([NH:10][C:11](=[O:39])[CH2:12][C:13]2[CH:18]=[CH:17][C:16]([C:19]3[CH:20]=[N:21][C:22]([O:28]CC4C=CC(OC)=CC=4)=[C:23]([O:25][CH2:26][CH3:27])[CH:24]=3)=[CH:15][C:14]=2[F:38])=[CH:6][C:5]=1[C:40]([F:43])([F:42])[F:41])[CH3:2].C(O)(C(F)(F)F)=O.[OH-].[Na+].C(Cl)[Cl:54]. No catalyst specified. The product is [ClH:54].[CH2:1]([O:3][C:4]1[N:9]=[CH:8][C:7]([NH:10][C:11](=[O:39])[CH2:12][C:13]2[CH:18]=[CH:17][C:16]([C:19]3[CH:24]=[C:23]([O:25][CH2:26][CH3:27])[C:22](=[O:28])[NH:21][CH:20]=3)=[CH:15][C:14]=2[F:38])=[CH:6][C:5]=1[C:40]([F:41])([F:43])[F:42])[CH3:2]. The yield is 0.498. (3) The reactants are [CH3:1][O:2][C:3](=[O:19])[C:4]1[CH:9]=[C:8](I)[C:7]([C:11]([F:14])([F:13])[F:12])=[CH:6][C:5]=1[NH:15][C:16](=[O:18])[CH3:17].C([Sn](CCCC)(CCCC)[C:25]1[O:26][CH2:27][CH2:28][CH:29]=1)CCC.CCN(CC)CC. The catalyst is O1CCOCC1.C1C=CC([P]([Pd]([P](C2C=CC=CC=2)(C2C=CC=CC=2)C2C=CC=CC=2)([P](C2C=CC=CC=2)(C2C=CC=CC=2)C2C=CC=CC=2)[P](C2C=CC=CC=2)(C2C=CC=CC=2)C2C=CC=CC=2)(C2C=CC=CC=2)C2C=CC=CC=2)=CC=1. The product is [CH3:1][O:2][C:3](=[O:19])[C:4]1[CH:9]=[C:8]([C:25]2[O:26][CH2:27][CH2:28][CH:29]=2)[C:7]([C:11]([F:14])([F:13])[F:12])=[CH:6][C:5]=1[NH:15][C:16](=[O:18])[CH3:17]. The yield is 0.860. (4) The reactants are [CH3:1][O:2][C:3]([C:5]1[S:9][C:8]2[C:10]([C:14]([F:17])([F:16])[F:15])=[CH:11][CH:12]=[CH:13][C:7]=2[C:6]=1[CH:18]1[CH2:23][CH2:22][NH:21][CH2:20][CH2:19]1)=[O:4].C(N(CC)CC)C.C1C[O:34][CH2:33][CH2:32]1.C(Cl)(=O)C. The catalyst is C(OCC)(=O)C. The yield is 0.880. The product is [CH3:1][O:2][C:3]([C:5]1[S:9][C:8]2[C:10]([C:14]([F:16])([F:17])[F:15])=[CH:11][CH:12]=[CH:13][C:7]=2[C:6]=1[CH:18]1[CH2:23][CH2:22][N:21]([C:33](=[O:34])[CH3:32])[CH2:20][CH2:19]1)=[O:4]. (5) The reactants are [CH2:1]([S:3]([C:6]1[CH:7]=[C:8]([CH:12]([CH:14]2[CH2:19][CH2:18][O:17][CH2:16][CH2:15]2)O)[CH:9]=[CH:10][CH:11]=1)(=[O:5])=[O:4])[CH3:2].C1(C)C=CC=CC=1.C1C=CC(P([N:41]=[N+:42]=[N-:43])(C2C=CC=CC=2)=O)=CC=1.C1CCN2C(=NCCC2)CC1. The catalyst is C1COCC1. The product is [N:41]([CH:12]([C:8]1[CH:9]=[CH:10][CH:11]=[C:6]([S:3]([CH2:1][CH3:2])(=[O:5])=[O:4])[CH:7]=1)[CH:14]1[CH2:19][CH2:18][O:17][CH2:16][CH2:15]1)=[N+:42]=[N-:43]. The yield is 0.890. (6) The reactants are [CH3:1][O:2][C:3]1[C:11]2[O:10][CH:9]([CH3:12])[CH2:8][C:7]=2[C:6]([CH3:13])=[C:5]([N:14]2[CH2:19][CH2:18][NH:17][CH2:16][CH2:15]2)[C:4]=1[CH3:20].Br[C:22]1[CH:27]=[CH:26][C:25]([O:28][CH2:29][CH3:30])=[CH:24][CH:23]=1. No catalyst specified. The product is [CH2:29]([O:28][C:25]1[CH:26]=[CH:27][C:22]([N:17]2[CH2:18][CH2:19][N:14]([C:5]3[C:4]([CH3:20])=[C:3]([O:2][CH3:1])[C:11]4[O:10][CH:9]([CH3:12])[CH2:8][C:7]=4[C:6]=3[CH3:13])[CH2:15][CH2:16]2)=[CH:23][CH:24]=1)[CH3:30]. The yield is 0.330. (7) The reactants are [F:1][C:2]1[CH:7]=[CH:6][C:5]([N:8]2[C@H:11]([C:12]3[CH:17]=[CH:16][C:15](B4OC(C)(C)C(C)(C)O4)=[CH:14][CH:13]=3)[C@@H:10]([CH2:27][CH2:28][C@@H:29]([C:31]3[CH:36]=[CH:35][C:34]([F:37])=[CH:33][CH:32]=3)[OH:30])[C:9]2=[O:38])=[CH:4][CH:3]=1.[CH2:39]([O:46][C@@H:47]1[C@@H:54]([O:55][CH2:56][C:57]2[CH:62]=[CH:61][CH:60]=[CH:59][CH:58]=2)[C@H:53]([O:63][CH2:64][C:65]2[CH:70]=[CH:69][CH:68]=[CH:67][CH:66]=2)[C@@H:52]([CH2:71][O:72][C:73]2[CH:78]=[CH:77][CH:76]=[C:75](Br)[CH:74]=2)[O:51][CH:48]1[O:49][CH3:50])[C:40]1[CH:45]=[CH:44][CH:43]=[CH:42][CH:41]=1.C(=O)([O-])[O-].[K+].[K+]. The catalyst is C1(C)C(CCO)=CC=CC=1.C1C=CC([P]([Pd]([P](C2C=CC=CC=2)(C2C=CC=CC=2)C2C=CC=CC=2)([P](C2C=CC=CC=2)(C2C=CC=CC=2)C2C=CC=CC=2)[P](C2C=CC=CC=2)(C2C=CC=CC=2)C2C=CC=CC=2)(C2C=CC=CC=2)C2C=CC=CC=2)=CC=1. The product is [CH2:39]([O:46][C@@H:47]1[C@@H:54]([O:55][CH2:56][C:57]2[CH:62]=[CH:61][CH:60]=[CH:59][CH:58]=2)[C@H:53]([O:63][CH2:64][C:65]2[CH:70]=[CH:69][CH:68]=[CH:67][CH:66]=2)[C@@H:52]([CH2:71][O:72][C:73]2[CH:74]=[C:75]([C:15]3[CH:14]=[CH:13][C:12]([C@@H:11]4[C@@H:10]([CH2:27][CH2:28][C@@H:29]([C:31]5[CH:36]=[CH:35][C:34]([F:37])=[CH:33][CH:32]=5)[OH:30])[C:9](=[O:38])[N:8]4[C:5]4[CH:6]=[CH:7][C:2]([F:1])=[CH:3][CH:4]=4)=[CH:17][CH:16]=3)[CH:76]=[CH:77][CH:78]=2)[O:51][C@@H:48]1[O:49][CH3:50])[C:40]1[CH:45]=[CH:44][CH:43]=[CH:42][CH:41]=1. The yield is 0.850. (8) The catalyst is C(NC(C)C)(C)C.Cl[Pd](Cl)([P](C1C=CC=CC=1)(C1C=CC=CC=1)C1C=CC=CC=1)[P](C1C=CC=CC=1)(C1C=CC=CC=1)C1C=CC=CC=1.[Cu]I. The reactants are [CH3:1][N:2]([CH3:6])[CH2:3][C:4]#[CH:5].Br[C:8]1[CH:9]=[C:10]2[C:14](=[C:15]([Cl:17])[CH:16]=1)[C:13](=[O:18])[N:12]([CH2:19][C:20]1[CH:25]=[CH:24][C:23]([O:26][C:27]([F:30])([F:29])[F:28])=[CH:22][CH:21]=1)[CH2:11]2.C(Cl)(Cl)Cl.CO. The yield is 0.790. The product is [Cl:17][C:15]1[CH:16]=[C:8]([C:5]#[C:4][CH2:3][N:2]([CH3:6])[CH3:1])[CH:9]=[C:10]2[C:14]=1[C:13](=[O:18])[N:12]([CH2:19][C:20]1[CH:25]=[CH:24][C:23]([O:26][C:27]([F:30])([F:29])[F:28])=[CH:22][CH:21]=1)[CH2:11]2. (9) The reactants are [CH3:1][C:2]([CH3:22])([CH3:21])[CH2:3][N:4]([CH2:13][C:14]1[CH:19]=[CH:18][C:17](I)=[CH:16][CH:15]=1)[C:5]1[CH:10]=[CH:9][N:8]=[C:7]([C:11]#[N:12])[N:6]=1.[CH:23]([CH:25]=[CH2:26])=[O:24].C(N(CC)CC)C.O. The catalyst is C(#N)C.CC([O-])=O.CC([O-])=O.[Pd+2]. The product is [CH3:1][C:2]([CH3:22])([CH3:21])[CH2:3][N:4]([CH2:13][C:14]1[CH:19]=[CH:18][C:17](/[CH:26]=[CH:25]/[CH:23]=[O:24])=[CH:16][CH:15]=1)[C:5]1[CH:10]=[CH:9][N:8]=[C:7]([C:11]#[N:12])[N:6]=1. The yield is 0.390.